Dataset: Catalyst prediction with 721,799 reactions and 888 catalyst types from USPTO. Task: Predict which catalyst facilitates the given reaction. Reactant: [CH3:1][O:2][C:3](=[O:55])[NH:4][CH:5]([C:9]([N:11]1[CH2:15][CH2:14][CH2:13][CH:12]1[C:16]1[NH:17][C:18]([C:21]2[CH:22]=[CH:23][C:24]3[C:28]4[CH:29]=[CH:30][C:31]([C:33]5[NH:34][C:35]([CH:38]6[CH2:42][CH2:41][CH2:40][N:39]6[C:43](=[O:53])[CH:44]([NH:48][C:49]([O:51][CH3:52])=[O:50])[CH:45]([CH3:47])[CH3:46])=[N:36][CH:37]=5)=[CH:32][C:27]=4[S:26][C:25]=3[CH:54]=2)=[CH:19][N:20]=1)=[O:10])[CH:6]([CH3:8])[CH3:7].C1C=C(Cl)C=C(C(OO)=[O:64])C=1. Product: [CH3:1][O:2][C:3](=[O:55])[NH:4][CH:5]([C:9]([N:11]1[CH2:15][CH2:14][CH2:13][CH:12]1[C:16]1[NH:17][C:18]([C:21]2[CH:22]=[CH:23][C:24]3[C:28]4[CH:29]=[CH:30][C:31]([C:33]5[NH:34][C:35]([CH:38]6[CH2:42][CH2:41][CH2:40][N:39]6[C:43](=[O:53])[CH:44]([NH:48][C:49]([O:51][CH3:52])=[O:50])[CH:45]([CH3:47])[CH3:46])=[N:36][CH:37]=5)=[CH:32][C:27]=4[S:26](=[O:64])[C:25]=3[CH:54]=2)=[CH:19][N:20]=1)=[O:10])[CH:6]([CH3:7])[CH3:8]. The catalyst class is: 124.